The task is: Predict which catalyst facilitates the given reaction.. This data is from Catalyst prediction with 721,799 reactions and 888 catalyst types from USPTO. (1) Reactant: Br[C:2]1[CH:3]=[C:4]([CH:8]2[O:12][CH2:11][CH2:10][O:9]2)[S:5][C:6]=1[CH3:7].[Li]CCCC.CCCCCC.[Cl:24][C:25]1[CH:26]=[C:27](/[CH:31]=[N:32]/[S:33]([C:35]([CH3:38])([CH3:37])[CH3:36])=[O:34])[CH:28]=[CH:29][CH:30]=1. Product: [Cl:24][C:25]1[CH:26]=[C:27]([CH:31]([C:2]2[CH:3]=[C:4]([CH:8]3[O:12][CH2:11][CH2:10][O:9]3)[S:5][C:6]=2[CH3:7])[NH:32][S:33]([C:35]([CH3:38])([CH3:37])[CH3:36])=[O:34])[CH:28]=[CH:29][CH:30]=1. The catalyst class is: 1. (2) Reactant: [CH:1](NC(C)C)(C)C.C([Li])CCC.[S:13]1[CH:17]=[CH:16][C:15]([C:18]([OH:20])=[O:19])=[CH:14]1.CI. Product: [CH3:1][C:14]1[S:13][CH:17]=[CH:16][C:15]=1[C:18]([OH:20])=[O:19]. The catalyst class is: 188. (3) Reactant: [Cl:1][C:2]1[CH:7]=[CH:6][C:5]([NH:8][C:9](=[O:20])[C:10]2[CH:15]=[CH:14][CH:13]=[C:12]([C:16]([F:19])([F:18])[F:17])[CH:11]=2)=[CH:4][C:3]=1[C:21]1[N:26]2[N:27]=[CH:28][CH:29]=[C:25]2[N:24]=[CH:23][CH:22]=1.[Cl:30]N1C(=O)CCC1=O. Product: [Cl:1][C:2]1[CH:7]=[CH:6][C:5]([NH:8][C:9](=[O:20])[C:10]2[CH:15]=[CH:14][CH:13]=[C:12]([C:16]([F:19])([F:17])[F:18])[CH:11]=2)=[CH:4][C:3]=1[C:21]1[N:26]2[N:27]=[CH:28][C:29]([Cl:30])=[C:25]2[N:24]=[CH:23][CH:22]=1. The catalyst class is: 22. (4) Reactant: C(O)(C(F)(F)F)=O.[Cl:8][C:9]1[CH:10]=[CH:11][C:12]([CH2:24][CH:25]([NH:29][C:30]2[CH:35]=[CH:34][C:33]([O:36][CH3:37])=[CH:32][CH:31]=2)[CH:26]([F:28])[F:27])=[C:13]([CH:23]=1)[CH2:14][NH:15]C(=O)OC(C)(C)C. Product: [NH2:15][CH2:14][C:13]1[CH:23]=[C:9]([Cl:8])[CH:10]=[CH:11][C:12]=1[CH2:24][CH:25]([NH:29][C:30]1[CH:35]=[CH:34][C:33]([O:36][CH3:37])=[CH:32][CH:31]=1)[CH:26]([F:28])[F:27]. The catalyst class is: 2. (5) Reactant: [CH3:1][O:2][C:3]1[C:4]([CH3:34])=[C:5]([C:25]([O:32][CH3:33])=[C:26]([O:30][CH3:31])[C:27]=1[O:28][CH3:29])[CH2:6][C:7]1[CH:8]=[CH:9][C:10](OS(C(F)(F)F)(=O)=O)=[C:11]([CH:16]=1)[C:12]([O:14][CH3:15])=[O:13].C(=O)([O-])[O-].[Na+].[Na+].[Cl-].[Li+].[CH3:43][O:44][C:45]1[CH:50]=[CH:49][C:48](B(O)O)=[CH:47][CH:46]=1. Product: [CH3:1][O:2][C:3]1[C:4]([CH3:34])=[C:5]([C:25]([O:32][CH3:33])=[C:26]([O:30][CH3:31])[C:27]=1[O:28][CH3:29])[CH2:6][C:7]1[CH:8]=[CH:9][C:10]([C:48]2[CH:49]=[CH:50][C:45]([O:44][CH3:43])=[CH:46][CH:47]=2)=[C:11]([CH:16]=1)[C:12]([O:14][CH3:15])=[O:13]. The catalyst class is: 133. (6) Reactant: C[O:2][C:3]([C:5]1[CH:21]=[CH:20][C:8]2[N:9]=[C:10]([C:12]3[C:17]([Cl:18])=[CH:16][CH:15]=[CH:14][C:13]=3[Cl:19])[O:11][C:7]=2[CH:6]=1)=[O:4].[OH-].[Na+]. Product: [Cl:19][C:13]1[CH:14]=[CH:15][CH:16]=[C:17]([Cl:18])[C:12]=1[C:10]1[O:11][C:7]2[CH:6]=[C:5]([C:3]([OH:4])=[O:2])[CH:21]=[CH:20][C:8]=2[N:9]=1. The catalyst class is: 14.